Dataset: Forward reaction prediction with 1.9M reactions from USPTO patents (1976-2016). Task: Predict the product of the given reaction. (1) Given the reactants [Br:1][C:2]1[CH:3]=[C:4]2[C:11]3([C:15](=[O:16])[NH:14][C:13](=O)[NH:12]3)[CH2:10][CH:9]([C:18]3[CH:23]=[CH:22][CH:21]=[CH:20][C:19]=3[F:24])[O:8][C:5]2=[CH:6][CH:7]=1.COC1C=CC(P2(SP(C3C=CC(OC)=CC=3)(=S)S2)=[S:34])=CC=1, predict the reaction product. The product is: [Br:1][C:2]1[CH:3]=[C:4]2[C:11]3([C:15](=[O:16])[NH:14][C:13](=[S:34])[NH:12]3)[CH2:10][CH:9]([C:18]3[CH:23]=[CH:22][CH:21]=[CH:20][C:19]=3[F:24])[O:8][C:5]2=[CH:6][CH:7]=1. (2) Given the reactants [F:1][C:2]1[CH:3]=[C:4]([CH:9]2[NH:14][C:13](=O)[C:12]([CH3:17])([CH3:16])[CH2:11][CH2:10]2)[CH:5]=[CH:6][C:7]=1[F:8].[H-].C([Al+]CC(C)C)C(C)C, predict the reaction product. The product is: [F:1][C:2]1[CH:3]=[C:4]([CH:9]2[CH2:10][CH2:11][C:12]([CH3:17])([CH3:16])[CH2:13][NH:14]2)[CH:5]=[CH:6][C:7]=1[F:8]. (3) The product is: [F:35][C:36]1[CH:41]=[CH:40][C:39]([C:14]2[CH:15]=[C:10]([CH:5]([CH2:6][CH:7]([CH3:8])[CH3:9])[C:4]([OH:3])=[O:34])[CH:11]=[C:12]([C:24]3[CH:29]=[CH:28][C:27]([C:30]([F:33])([F:31])[F:32])=[CH:26][CH:25]=3)[CH:13]=2)=[CH:38][CH:37]=1. Given the reactants C([O:3][C:4](=[O:34])[CH:5]([C:10]1[CH:11]=[C:12]([C:24]2[CH:29]=[CH:28][C:27]([C:30]([F:33])([F:32])[F:31])=[CH:26][CH:25]=2)[CH:13]=[C:14](OS(C(F)(F)F)(=O)=O)[CH:15]=1)[CH2:6][CH:7]([CH3:9])[CH3:8])C.[F:35][C:36]1[CH:41]=[CH:40][C:39](B(O)O)=[CH:38][CH:37]=1, predict the reaction product. (4) Given the reactants Br[C:2]1[CH:3]=[C:4]([CH:30]=[CH:31][C:32]=1[O:33][CH3:34])[O:5][C:6]1[C:11]([CH3:12])=[CH:10][C:9]([N:13]2[C:18](=[O:19])[N:17]([CH2:20][O:21][CH2:22][CH2:23][Si:24]([CH3:27])([CH3:26])[CH3:25])[C:16](=[O:28])[CH:15]=[N:14]2)=[CH:8][C:7]=1[CH3:29].[C:35]1(B(O)O)[CH:40]=[CH:39][CH:38]=[CH:37][CH:36]=1.C(=O)([O-])[O-].[Na+].[Na+], predict the reaction product. The product is: [CH3:34][O:33][C:32]1[C:2]([C:35]2[CH:40]=[CH:39][CH:38]=[CH:37][CH:36]=2)=[CH:3][C:4]([O:5][C:6]2[C:11]([CH3:12])=[CH:10][C:9]([N:13]3[C:18](=[O:19])[N:17]([CH2:20][O:21][CH2:22][CH2:23][Si:24]([CH3:27])([CH3:26])[CH3:25])[C:16](=[O:28])[CH:15]=[N:14]3)=[CH:8][C:7]=2[CH3:29])=[CH:30][CH:31]=1. (5) Given the reactants Br[C:2]1[CH:3]=[C:4]([N:8]2[C:16]3[CH:15]=[CH:14][C:13]([CH3:17])=[CH:12][C:11]=3[C:10]3[CH2:18][N:19]([CH3:22])[CH2:20][CH2:21][C:9]2=3)[CH:5]=[CH:6][CH:7]=1.[NH:23]1[CH:27]=[C:26](B(O)O)[CH:25]=[N:24]1.C([O-])([O-])=O.[K+].[K+].O, predict the reaction product. The product is: [NH:23]1[CH:27]=[C:26]([C:2]2[CH:3]=[C:4]([N:8]3[C:16]4[CH:15]=[CH:14][C:13]([CH3:17])=[CH:12][C:11]=4[C:10]4[CH2:18][N:19]([CH3:22])[CH2:20][CH2:21][C:9]3=4)[CH:5]=[CH:6][CH:7]=2)[CH:25]=[N:24]1. (6) Given the reactants [NH2:1][C:2]1[N:7]=[C:6]([NH2:8])[C:5]([OH:9])=[C:4]([CH2:10][CH3:11])[N:3]=1.O.[OH-].[Li+].[CH3:15][C:16]1[CH:25]=[C:24]([O:26][CH2:27][CH2:28][CH2:29]Br)[C:23]2[C:18](=[CH:19][CH:20]=[CH:21][CH:22]=2)[N:17]=1, predict the reaction product. The product is: [NH2:1][C:2]1[N:7]=[C:6]([NH2:8])[C:5]([O:9][CH2:29][CH2:28][CH2:27][O:26][C:24]2[C:23]3[C:18](=[CH:19][CH:20]=[CH:21][CH:22]=3)[N:17]=[C:16]([CH3:15])[CH:25]=2)=[C:4]([CH2:10][CH3:11])[N:3]=1. (7) Given the reactants [O:1]=[C:2]1[N:8]([CH:9]2[CH2:14][CH2:13][N:12]([C:15]([O:17][C@@H:18]([C:28]([OH:30])=O)[CH2:19][C:20]3[CH:25]=[C:24]([CH3:26])[CH:23]=[C:22]([CH3:27])[CH:21]=3)=[O:16])[CH2:11][CH2:10]2)[CH2:7][CH2:6][C:5]2[CH:31]=[CH:32][CH:33]=[CH:34][C:4]=2[NH:3]1.CN(C(ON1N=NC2C=CC=CC1=2)=[N+](C)C)C.[B-](F)(F)(F)F.C(N(CC)CC)C.[CH3:64][N:65]1[CH2:70][CH2:69][CH:68]([N:71]2[CH2:76][CH2:75][NH:74][CH2:73][CH2:72]2)[CH2:67][CH2:66]1, predict the reaction product. The product is: [O:1]=[C:2]1[N:8]([CH:9]2[CH2:14][CH2:13][N:12]([C:15]([O:17][C@H:18]([CH2:19][C:20]3[CH:25]=[C:24]([CH3:26])[CH:23]=[C:22]([CH3:27])[CH:21]=3)[C:28]([N:74]3[CH2:73][CH2:72][N:71]([CH:68]4[CH2:69][CH2:70][N:65]([CH3:64])[CH2:66][CH2:67]4)[CH2:76][CH2:75]3)=[O:30])=[O:16])[CH2:11][CH2:10]2)[CH2:7][CH2:6][C:5]2[CH:31]=[CH:32][CH:33]=[CH:34][C:4]=2[NH:3]1. (8) The product is: [NH2:9][C:3]1[N:4]=[CH:5][N:6]=[C:7]([NH:10][CH2:11][CH:12]2[CH2:13][CH2:14][N:15]([C:18](=[O:20])/[CH:41]=[CH:42]\[CH3:43])[CH2:16][CH2:17]2)[C:2]=1[C:29]1[CH:30]=[CH:31][C:26]([O:25][C:32]2[CH:37]=[CH:36][CH:35]=[CH:34][CH:33]=2)=[CH:27][CH:28]=1. Given the reactants Cl[C:2]1[C:3]([NH2:9])=[N:4][CH:5]=[N:6][C:7]=1Cl.[NH2:10][CH2:11][CH:12]1[CH2:17][CH2:16][N:15]([C:18]([O:20]C(C)(C)C)=O)[CH2:14][CH2:13]1.[O:25]([C:32]1[CH:37]=[CH:36][C:35](B(O)O)=[CH:34][CH:33]=1)[C:26]1[CH:31]=[CH:30][CH:29]=[CH:28][CH:27]=1.[C:41](O)(=O)[C:42]#[C:43]C, predict the reaction product. (9) The product is: [ClH:28].[ClH:1].[Cl:28][C:25]1[CH:24]=[N:23][C:22]([O:21][CH:18]2[CH2:19][CH2:20][N:15]([C:13](=[O:14])[C@@H:9]([NH2:8])[CH:10]([CH3:12])[CH3:11])[CH2:16][CH2:17]2)=[N:27][CH:26]=1. Given the reactants [ClH:1].C(OC(=O)[NH:8][C@H:9]([C:13]([N:15]1[CH2:20][CH2:19][CH:18]([O:21][C:22]2[N:27]=[CH:26][C:25]([Cl:28])=[CH:24][N:23]=2)[CH2:17][CH2:16]1)=[O:14])[CH:10]([CH3:12])[CH3:11])(C)(C)C, predict the reaction product.